This data is from Full USPTO retrosynthesis dataset with 1.9M reactions from patents (1976-2016). The task is: Predict the reactants needed to synthesize the given product. (1) Given the product [Cl:1][C:2]1[CH:10]=[CH:9][CH:8]=[C:7]2[C:3]=1[C:4]([I:11])=[N:5][N:6]2[C:15]([C:14]1[C:18]([C:22]([F:23])([F:24])[F:25])=[CH:19][CH:20]=[CH:21][C:13]=1[Cl:12])=[O:16], predict the reactants needed to synthesize it. The reactants are: [Cl:1][C:2]1[CH:10]=[CH:9][CH:8]=[C:7]2[C:3]=1[C:4]([I:11])=[N:5][NH:6]2.[Cl:12][C:13]1[CH:21]=[CH:20][CH:19]=[C:18]([C:22]([F:25])([F:24])[F:23])[C:14]=1[C:15](Cl)=[O:16].C(Cl)Cl.CCN(CC)CC. (2) Given the product [F:12][C:13]([F:25])([F:26])[C:14]1[CH:15]=[C:16]([NH:17][C:7](=[O:9])[C:6]2[CH:10]=[C:2]([F:1])[CH:3]=[CH:4][C:5]=2[OH:11])[CH:18]=[C:19]([C:21]([F:22])([F:24])[F:23])[CH:20]=1, predict the reactants needed to synthesize it. The reactants are: [F:1][C:2]1[CH:10]=[C:6]([C:7]([OH:9])=O)[C:5]([OH:11])=[CH:4][CH:3]=1.[F:12][C:13]([F:26])([F:25])[C:14]1[CH:15]=[C:16]([CH:18]=[C:19]([C:21]([F:24])([F:23])[F:22])[CH:20]=1)[NH2:17]. (3) Given the product [C:12]([CH2:13][CH2:14][NH:1][CH2:2][C:3]([OH:5])=[O:4])#[N:15], predict the reactants needed to synthesize it. The reactants are: [NH2:1][CH2:2][C:3]([OH:5])=[O:4].C[N+](C)(C)C.[OH-].[C:12](#[N:15])[CH:13]=[CH2:14].Cl.